Dataset: Full USPTO retrosynthesis dataset with 1.9M reactions from patents (1976-2016). Task: Predict the reactants needed to synthesize the given product. (1) Given the product [Cl:1][C:2]1[S:9][C:8]2[CH:7]=[C:6]([C:10]([NH:15][C@@H:16]3[CH2:24][C:23]4[C:18](=[CH:19][CH:20]=[CH:21][CH:22]=4)[C@H:17]3[CH2:25][C:26]([O:28][CH3:29])=[O:27])=[O:12])[NH:5][C:4]=2[C:3]=1[Cl:13], predict the reactants needed to synthesize it. The reactants are: [Cl:1][C:2]1[S:9][C:8]2[CH:7]=[C:6]([C:10]([OH:12])=O)[NH:5][C:4]=2[C:3]=1[Cl:13].Cl.[NH2:15][C@@H:16]1[CH2:24][C:23]2[C:18](=[CH:19][CH:20]=[CH:21][CH:22]=2)[C@H:17]1[CH2:25][C:26]([O:28][CH3:29])=[O:27].C(N(CC)CC)C.C1C=CC2N(O)N=NC=2C=1.CCN=C=NCCCN(C)C. (2) The reactants are: C1C=CC(P(C2C=CC=CC=2)C2C=CC=CC=2)=CC=1.[CH3:20][O:21][C:22]1[CH:23]=[C:24]2[C:29](=[CH:30][CH:31]=1)[C:28]([C:32](=[O:48])[C:33]1[CH:38]=[CH:37][C:36]([O:39][CH2:40][CH2:41][N:42]3[CH2:47][CH2:46][CH2:45][CH2:44][CH2:43]3)=[CH:35][CH:34]=1)=[C:27](OS(C(F)(F)F)(=O)=O)[CH:26]=[CH:25]2.C([O-])([O-])=O.[Na+].[Na+].OB1[C:68]2[CH:69]=[CH:70][CH:71]=[CH:72][C:67]=2[CH2:66][O:65]1. Given the product [OH:65][CH2:66][C:67]1[CH:72]=[CH:71][CH:70]=[CH:69][C:68]=1[C:27]1[CH:26]=[CH:25][C:24]2[C:29](=[CH:30][CH:31]=[C:22]([O:21][CH3:20])[CH:23]=2)[C:28]=1[C:32]([C:33]1[CH:34]=[CH:35][C:36]([O:39][CH2:40][CH2:41][N:42]2[CH2:47][CH2:46][CH2:45][CH2:44][CH2:43]2)=[CH:37][CH:38]=1)=[O:48], predict the reactants needed to synthesize it. (3) Given the product [Br:22][C:5]1[C:6](=[O:8])[NH:7][C:2](=[O:1])[N:3]([C:9]([NH:11][CH2:12][CH2:13][CH2:14][CH2:15][CH2:16][CH3:21])=[O:10])[CH:4]=1, predict the reactants needed to synthesize it. The reactants are: [O:1]=[C:2]1[NH:7][C:6](=[O:8])[CH:5]=[CH:4][N:3]1[C:9]([NH:11][CH2:12][CH2:13][CH2:14][CH2:15][C:16]1[CH:21]=CC=CC=1)=[O:10].[Br:22]C1C(=O)NC(=O)NC=1. (4) Given the product [C:1]1([C:11]2[CH:16]=[CH:15][C:14]([Br:17])=[CH:13][N:12]=2)[CH:6]=[CH:5][CH:4]=[CH:3][CH:2]=1, predict the reactants needed to synthesize it. The reactants are: [C:1]1(B(O)O)[CH:6]=[CH:5][CH:4]=[CH:3][CH:2]=1.Br[C:11]1[CH:16]=[CH:15][C:14]([Br:17])=[CH:13][N:12]=1.